This data is from Forward reaction prediction with 1.9M reactions from USPTO patents (1976-2016). The task is: Predict the product of the given reaction. Given the reactants [OH:1][C:2]1[CH:7]=[CH:6][C:5]([C:8]([N:10]2[CH2:14][CH2:13][CH2:12][C@H:11]2[CH2:15][N:16]2[CH2:20][CH2:19][CH2:18][CH2:17]2)=[O:9])=[CH:4][CH:3]=1.Br[CH2:22][CH2:23][CH2:24][CH2:25][CH2:26][F:27], predict the reaction product. The product is: [F:27][CH2:26][CH2:25][CH2:24][CH2:23][CH2:22][O:1][C:2]1[CH:7]=[CH:6][C:5]([C:8]([N:10]2[CH2:14][CH2:13][CH2:12][C@H:11]2[CH2:15][N:16]2[CH2:17][CH2:18][CH2:19][CH2:20]2)=[O:9])=[CH:4][CH:3]=1.